This data is from Forward reaction prediction with 1.9M reactions from USPTO patents (1976-2016). The task is: Predict the product of the given reaction. (1) Given the reactants [Cl:1][C:2]1[N:7]2[N:8]=[CH:9][CH:10]=[C:6]2[N:5]=[C:4]([CH:11]2[CH2:20][CH2:19]C3(OCCO3)[CH2:13][CH2:12]2)[CH:3]=1.OC1N2N=CC=C2N=C(C2CC[N:34]([C:37]([O:39][C:40]([CH3:43])([CH3:42])[CH3:41])=[O:38])CC2)C=1.O1C2(CCC(C3C=C(O)N4N=CC=C4N=3)CC2)OCC1, predict the reaction product. The product is: [Cl:1][C:2]1[N:7]2[N:8]=[CH:9][CH:10]=[C:6]2[N:5]=[C:4]([CH:11]2[CH2:12][CH2:13][N:34]([C:37]([O:39][C:40]([CH3:43])([CH3:42])[CH3:41])=[O:38])[CH2:19][CH2:20]2)[CH:3]=1. (2) Given the reactants OC(C(F)(F)F)=O.[C:8]([O:27][CH2:28][CH2:29][NH:30][CH2:31][CH2:32][O:33][C:34](=[O:52])[CH2:35][CH2:36][CH2:37][CH2:38][CH2:39][CH2:40][CH2:41]/[CH:42]=[CH:43]\[CH2:44][CH2:45][CH2:46][CH2:47][CH2:48][CH2:49][CH2:50][CH3:51])(=[O:26])[CH2:9][CH2:10][CH2:11][CH2:12][CH2:13][CH2:14][CH2:15]/[CH:16]=[CH:17]\[CH2:18][CH2:19][CH2:20][CH2:21][CH2:22][CH2:23][CH2:24][CH3:25].Cl.[CH3:54][N:55]([CH3:61])[CH2:56][CH2:57][C:58](O)=[O:59].CN(C(ON1N=NC2C=CC=NC1=2)=[N+](C)C)C.F[P-](F)(F)(F)(F)F.CCN(C(C)C)C(C)C, predict the reaction product. The product is: [C:8]([O:27][CH2:28][CH2:29][N:30]([C:58](=[O:59])[CH2:57][CH2:56][N:55]([CH3:61])[CH3:54])[CH2:31][CH2:32][O:33][C:34](=[O:52])[CH2:35][CH2:36][CH2:37][CH2:38][CH2:39][CH2:40][CH2:41]/[CH:42]=[CH:43]\[CH2:44][CH2:45][CH2:46][CH2:47][CH2:48][CH2:49][CH2:50][CH3:51])(=[O:26])[CH2:9][CH2:10][CH2:11][CH2:12][CH2:13][CH2:14][CH2:15]/[CH:16]=[CH:17]\[CH2:18][CH2:19][CH2:20][CH2:21][CH2:22][CH2:23][CH2:24][CH3:25]. (3) Given the reactants [Br:1][C:2]1[N:7]=[C:6]([C:8]2(O)[CH2:13][CH2:12][CH:11]([N:14]([CH3:16])[CH3:15])[CH2:10][CH2:9]2)[CH:5]=[CH:4][CH:3]=1, predict the reaction product. The product is: [Br:1][C:2]1[N:7]=[C:6]([C:8]2[CH2:13][CH2:12][CH:11]([N:14]([CH3:16])[CH3:15])[CH2:10][CH:9]=2)[CH:5]=[CH:4][CH:3]=1. (4) Given the reactants [CH3:1][N:2]1[C:6]2=[N:7][CH:8]=[C:9]([C:11](O)=[O:12])[CH:10]=[C:5]2[N:4]=[C:3]1[NH:14][C:15]1[S:16][C:17]2[CH:23]=[C:22]([O:24][C:25]([F:28])([F:27])[F:26])[CH:21]=[CH:20][C:18]=2[N:19]=1.[CH3:29][CH2:30][NH2:31].CN(C(ON1N=NC2C=CC=CC1=2)=[N+](C)C)C.F[P-](F)(F)(F)(F)F.CCN(C(C)C)C(C)C, predict the reaction product. The product is: [CH2:30]([NH:31][C:11]([C:9]1[CH:10]=[C:5]2[N:4]=[C:3]([NH:14][C:15]3[S:16][C:17]4[CH:23]=[C:22]([O:24][C:25]([F:28])([F:27])[F:26])[CH:21]=[CH:20][C:18]=4[N:19]=3)[N:2]([CH3:1])[C:6]2=[N:7][CH:8]=1)=[O:12])[CH3:29]. (5) Given the reactants C[Al](C)C.[CH3:5][O:6][C:7]1[CH:8]=[C:9]([CH2:15][CH2:16][C:17]2[CH:18]=[C:19]([NH2:22])[NH:20][N:21]=2)[CH:10]=[C:11]([O:13][CH3:14])[CH:12]=1.[CH3:23][C@H:24]1[N:29]([CH3:30])[C@@H:28]([CH3:31])[CH2:27][N:26]([C:32]2[N:37]=[CH:36][C:35]([C:38](OC)=[O:39])=[CH:34][N:33]=2)[CH2:25]1.Cl, predict the reaction product. The product is: [CH3:14][O:13][C:11]1[CH:10]=[C:9]([CH2:15][CH2:16][C:17]2[CH:18]=[C:19]([NH:22][C:38]([C:35]3[CH:36]=[N:37][C:32]([N:26]4[CH2:27][C@H:28]([CH3:31])[N:29]([CH3:30])[C@H:24]([CH3:23])[CH2:25]4)=[N:33][CH:34]=3)=[O:39])[NH:20][N:21]=2)[CH:8]=[C:7]([O:6][CH3:5])[CH:12]=1.